Dataset: Catalyst prediction with 721,799 reactions and 888 catalyst types from USPTO. Task: Predict which catalyst facilitates the given reaction. (1) Reactant: [Br:1]Br.[CH2:3]([S:5][C:6]1[CH:11]=[CH:10][CH:9]=[C:8]([F:12])[CH:7]=1)[CH3:4]. Product: [Br:1][C:9]1[CH:10]=[CH:11][C:6]([S:5][CH2:3][CH3:4])=[CH:7][C:8]=1[F:12]. The catalyst class is: 373. (2) Reactant: [F:1][C:2]1[CH:7]=[C:6]([C:8]2[CH:13]=[CH:12][N:11]=[C:10]3[NH:14][C:15]([C:17]4[CH:22]=[CH:21][CH:20]=[C:19]([N+:23]([O-])=O)[CH:18]=4)=[N:16][C:9]=23)[CH:5]=[CH:4][C:3]=1[CH2:26][NH:27][C:28](=[O:34])[O:29][C:30]([CH3:33])([CH3:32])[CH3:31]. The catalyst class is: 457. Product: [NH2:23][C:19]1[CH:18]=[C:17]([C:15]2[NH:14][C:10]3=[N:11][CH:12]=[CH:13][C:8]([C:6]4[CH:5]=[CH:4][C:3]([CH2:26][NH:27][C:28](=[O:34])[O:29][C:30]([CH3:33])([CH3:31])[CH3:32])=[C:2]([F:1])[CH:7]=4)=[C:9]3[N:16]=2)[CH:22]=[CH:21][CH:20]=1. (3) Product: [CH2:31]([C:32]1[NH:28][N:29]=[C:9]([C:3]2[CH:4]=[CH:5][C:6]([CH3:8])=[CH:7][C:2]=2[F:1])[C:10]=1[C:11]1[CH:16]=[CH:15][CH:14]=[CH:13][CH:12]=1)[CH:36]=[CH2:35]. Reactant: [F:1][C:2]1[CH:7]=[C:6]([CH3:8])[CH:5]=[CH:4][C:3]=1[C:9](=O)[CH2:10][C:11]1[CH:16]=[CH:15][CH:14]=[CH:13][CH:12]=1.[Li+].C[Si]([N-][Si](C)(C)C)(C)C.[N:28]1(C(=O)CC=C)[C:32]2C=C[CH:35]=[CH:36][C:31]=2N=[N:29]1.O.NN. The catalyst class is: 242. (4) Product: [Br:23][CH2:22][CH:21]=[CH:20][CH2:19][O:18][CH2:17][CH2:16][O:15][CH2:14][CH2:13][O:12][CH2:11][CH2:10][O:9][CH2:8][CH2:7][C:6]([OH:24])=[O:5]. Reactant: C([O:5][C:6](=[O:24])[CH2:7][CH2:8][O:9][CH2:10][CH2:11][O:12][CH2:13][CH2:14][O:15][CH2:16][CH2:17][O:18][CH2:19][CH:20]=[CH:21][CH2:22][Br:23])(C)(C)C.C(O)(C(F)(F)F)=O. The catalyst class is: 2. (5) Reactant: [CH3:1][C:2]1[C:8]([CH3:9])=[CH:7][C:5]([NH2:6])=[C:4]([N+:10]([O-:12])=[O:11])[CH:3]=1.[H-].[Na+].Br[CH2:16][CH2:17][CH2:18][C:19]1[CH:24]=[CH:23][CH:22]=[CH:21][CH:20]=1. Product: [CH3:1][C:2]1[C:8]([CH3:9])=[CH:7][C:5]([NH:6][CH2:16][CH2:17][CH2:18][C:19]2[CH:24]=[CH:23][CH:22]=[CH:21][CH:20]=2)=[C:4]([N+:10]([O-:12])=[O:11])[CH:3]=1. The catalyst class is: 3. (6) The catalyst class is: 3. Reactant: [C:1]1([C:10]2[CH:15]=[CH:14]C(C(O)=O)=[CH:12][CH:11]=2)[CH:6]=[CH:5][C:4]([C:7](O)=[O:8])=[CH:3][CH:2]=1.[C:19](Cl)(=O)[C:20]([Cl:22])=[O:21].C(Cl)[Cl:26]. Product: [C:1]1([C:10]2[CH:15]=[CH:14][C:19]([C:20]([Cl:22])=[O:21])=[CH:12][CH:11]=2)[CH:6]=[CH:5][C:4]([C:7]([Cl:26])=[O:8])=[CH:3][CH:2]=1. (7) Reactant: FC(F)(F)C([NH:5][C:6]1[CH:11]=[C:10]([CH3:12])[C:9]([CH:13]=[O:14])=[C:8]([CH3:15])[CH:7]=1)=O.[OH-].[Na+].O. Product: [NH2:5][C:6]1[CH:7]=[C:8]([CH3:15])[C:9]([CH:13]=[O:14])=[C:10]([CH3:12])[CH:11]=1. The catalyst class is: 5. (8) The catalyst class is: 7. Product: [Br:1][C:2]1[C:3]([CH3:11])=[C:4]([CH2:5][OH:6])[CH:8]=[CH:9][CH:10]=1. Reactant: [Br:1][C:2]1[C:3]([CH3:11])=[C:4]([CH:8]=[CH:9][CH:10]=1)[C:5](O)=[O:6].CO. (9) Reactant: [F:1][C:2]1[CH:3]=[C:4]2[C:8](=[CH:9][CH:10]=1)[NH:7][C:6](=[O:11])[CH2:5]2.[Li+].C[Si]([N-][Si](C)(C)C)(C)C.C1COCC1.[CH3:27][N:28]([CH2:30][C:31]1[CH:32]=[C:33]2[C:37](=[CH:38][CH:39]=1)[C:36](=O)[O:35][CH:34]2[CH3:41])[CH3:29]. Product: [CH3:29][N:28]([CH2:30][C:31]1[CH:32]=[C:33]2[C:37](=[CH:38][CH:39]=1)[C:36](=[C:5]1[C:4]3[C:8](=[CH:9][CH:10]=[C:2]([F:1])[CH:3]=3)[NH:7][C:6]1=[O:11])[O:35][CH:34]2[CH3:41])[CH3:27]. The catalyst class is: 1. (10) Product: [CH3:56][N:57]([CH3:62])[CH2:58][CH2:59][CH2:60][NH:61][C:33]([C:30]1[CH:31]=[CH:32][C:27]([C:24]2[CH:23]=[CH:22][C:21]([CH2:20][C@H:19]([NH:18][C:16]([C@H:13]3[CH2:12][CH2:11][C@H:10]([CH2:9][NH:8][C:6](=[O:7])[O:5][C:1]([CH3:3])([CH3:4])[CH3:2])[CH2:15][CH2:14]3)=[O:17])[C:37](=[O:55])[NH:38][C:39]3[CH:54]=[CH:53][C:42]4[NH:43][C:44]([C:46]([F:52])([F:51])[C:47]([F:48])([F:50])[F:49])=[N:45][C:41]=4[CH:40]=3)=[CH:26][CH:25]=2)=[C:28]([CH3:36])[CH:29]=1)=[O:35]. The catalyst class is: 9. Reactant: [C:1]([O:5][C:6]([NH:8][CH2:9][C@H:10]1[CH2:15][CH2:14][C@H:13]([C:16]([NH:18][C@H:19]([C:37](=[O:55])[NH:38][C:39]2[CH:54]=[CH:53][C:42]3[NH:43][C:44]([C:46]([F:52])([F:51])[C:47]([F:50])([F:49])[F:48])=[N:45][C:41]=3[CH:40]=2)[CH2:20][C:21]2[CH:26]=[CH:25][C:24]([C:27]3[CH:32]=[CH:31][C:30]([C:33]([OH:35])=O)=[CH:29][C:28]=3[CH3:36])=[CH:23][CH:22]=2)=[O:17])[CH2:12][CH2:11]1)=[O:7])([CH3:4])([CH3:3])[CH3:2].[CH3:56][N:57]([CH3:62])[CH2:58][CH2:59][CH2:60][NH2:61].C(N(CC)C(C)C)(C)C.C(P1(=O)OP(=O)(CCC)OP(=O)(CCC)O1)CC.